This data is from Reaction yield outcomes from USPTO patents with 853,638 reactions. The task is: Predict the reaction yield, written as a fraction of the theoretical maximum amount of product (1.0 means a 100% yield; for example, 0.34 means a 34% yield). (1) The product is [C:1]([O:5][C@H:6]([C:12]1[CH:13]=[CH:14][CH:15]=[CH:16][CH:17]=1)[CH2:7][OH:8])([CH3:4])([CH3:2])[CH3:3]. The yield is 0.920. The catalyst is O1CCCC1. The reactants are [C:1]([O:5][C@H:6]([C:12]1[CH:17]=[CH:16][CH:15]=[CH:14][CH:13]=1)[C:7](OCC)=[O:8])([CH3:4])([CH3:3])[CH3:2].[H-].[H-].[H-].[H-].[Li+].[Al+3]. (2) The reactants are Br[CH2:2][CH2:3][C:4]([NH:6][CH2:7][CH2:8][O:9][CH3:10])=[O:5].[C:11](=[S:14])([O-:13])[CH3:12].[K+]. The catalyst is C(O)C. The product is [C:11](=[O:13])([S:14][CH2:2][CH2:3][C:4]([NH:6][CH2:7][CH2:8][O:9][CH3:10])=[O:5])[CH3:12]. The yield is 0.820.